Dataset: Forward reaction prediction with 1.9M reactions from USPTO patents (1976-2016). Task: Predict the product of the given reaction. Given the reactants [NH2:1][C:2]1[N:7]=[CH:6][C:5](/[CH:8]=[CH:9]/[C:10]([OH:12])=O)=[CH:4][CH:3]=1.[CH3:13][NH:14][C@@H:15]([C:17]1[O:18][C:19]2[CH:27]=[CH:26][CH:25]=[CH:24][C:20]=2[C:21]=1[CH2:22][CH3:23])[CH3:16].CCN=C=NCCCN(C)C.C1C=CC2N(O)N=NC=2C=1.CCN(C(C)C)C(C)C, predict the reaction product. The product is: [NH2:1][C:2]1[N:7]=[CH:6][C:5](/[CH:8]=[CH:9]/[C:10]([N:14]([C@@H:15]([C:17]2[O:18][C:19]3[CH:27]=[CH:26][CH:25]=[CH:24][C:20]=3[C:21]=2[CH2:22][CH3:23])[CH3:16])[CH3:13])=[O:12])=[CH:4][CH:3]=1.